Dataset: Catalyst prediction with 721,799 reactions and 888 catalyst types from USPTO. Task: Predict which catalyst facilitates the given reaction. (1) Reactant: [F:1][C:2]1[CH:10]=[CH:9][C:8]([CH2:11][C:12]2[C:21]3[C:16](=[CH:17][CH:18]=[CH:19][CH:20]=3)[C:15](=[O:22])[NH:14][N:13]=2)=[CH:7][C:3]=1[C:4](O)=[O:5].F[P-](F)(F)(F)(F)F.N1(OC(N(C)C)=[N+](C)C)C2C=CC=CC=2N=N1.[O:47]1[CH2:52][CH2:51][N:50]([C:53]([C:55]2[N:56]=[C:57]([C:64]([F:67])([F:66])[F:65])[N:58]3[CH2:63][CH2:62][NH:61][CH2:60][C:59]=23)=[O:54])[CH2:49][CH2:48]1.C(N(CC)C(C)C)(C)C. Product: [F:1][C:2]1[CH:10]=[CH:9][C:8]([CH2:11][C:12]2[C:21]3[C:16](=[CH:17][CH:18]=[CH:19][CH:20]=3)[C:15](=[O:22])[NH:14][N:13]=2)=[CH:7][C:3]=1[C:4]([N:61]1[CH2:62][CH2:63][N:58]2[C:57]([C:64]([F:66])([F:67])[F:65])=[N:56][C:55]([C:53]([N:50]3[CH2:51][CH2:52][O:47][CH2:48][CH2:49]3)=[O:54])=[C:59]2[CH2:60]1)=[O:5]. The catalyst class is: 9. (2) Reactant: [CH3:1][O:2][C:3](=[O:27])[C@H:4]([CH2:25][OH:26])[NH:5][C:6]([C:19]1[CH:24]=[CH:23][CH:22]=[CH:21][CH:20]=1)([C:13]1[CH:18]=[CH:17][CH:16]=[CH:15][CH:14]=1)[C:7]1[CH:12]=[CH:11][CH:10]=[CH:9][CH:8]=1.C1(P(C2C=CC=CC=2)C2C=CC=CC=2)C=CC=CC=1.[CH2:47]([O:54][C:55](=[O:68])[NH:56][CH2:57][CH2:58][CH2:59][CH2:60][C:61]1[CH:66]=[CH:65][C:64](O)=[CH:63][CH:62]=1)[C:48]1[CH:53]=[CH:52][CH:51]=[CH:50][CH:49]=1.N(C(OC(C)C)=O)=NC(OC(C)C)=O. Product: [CH3:1][O:2][C:3](=[O:27])[CH:4]([NH:5][C:6]([C:7]1[CH:12]=[CH:11][CH:10]=[CH:9][CH:8]=1)([C:13]1[CH:14]=[CH:15][CH:16]=[CH:17][CH:18]=1)[C:19]1[CH:24]=[CH:23][CH:22]=[CH:21][CH:20]=1)[CH2:25][O:26][C:64]1[CH:63]=[CH:62][C:61]([CH2:60][CH2:59][CH2:58][CH2:57][NH:56][C:55]([O:54][CH2:47][C:48]2[CH:53]=[CH:52][CH:51]=[CH:50][CH:49]=2)=[O:68])=[CH:66][CH:65]=1. The catalyst class is: 48.